Dataset: Forward reaction prediction with 1.9M reactions from USPTO patents (1976-2016). Task: Predict the product of the given reaction. (1) The product is: [CH2:41]([O:43][C:44](=[O:53])[CH2:45][C:46]1[CH:47]=[N:48][C:49]([C:9]2[CH:10]=[CH:11][C:6]([C:3]([CH2:4][CH3:5])([C:22]3[CH:27]=[CH:26][C:25]([CH2:28][CH2:29][C:30]([OH:35])([C:36]([F:37])([F:39])[F:38])[C:31]([F:34])([F:33])[F:32])=[C:24]([CH3:40])[CH:23]=3)[CH2:1][CH3:2])=[CH:7][C:8]=2[CH3:21])=[CH:50][CH:51]=1)[CH3:42]. Given the reactants [CH2:1]([C:3]([C:22]1[CH:27]=[CH:26][C:25]([CH2:28][CH2:29][C:30]([C:36]([F:39])([F:38])[F:37])([OH:35])[C:31]([F:34])([F:33])[F:32])=[C:24]([CH3:40])[CH:23]=1)([C:6]1[CH:11]=[CH:10][C:9](B2OC(C)(C)C(C)(C)O2)=[C:8]([CH3:21])[CH:7]=1)[CH2:4][CH3:5])[CH3:2].[CH2:41]([O:43][C:44](=[O:53])[CH2:45][C:46]1[CH:47]=[N:48][C:49](Cl)=[CH:50][CH:51]=1)[CH3:42].P([O-])([O-])([O-])=O.[K+].[K+].[K+], predict the reaction product. (2) Given the reactants [CH3:1][O:2][C:3]([C:5]1[CH:9]=[CH:8][NH:7][N:6]=1)=[O:4].[H-].[Na+].Cl[C:13]1[CH2:17][C:16]([C:22]2[CH:27]=[C:26]([Cl:28])[CH:25]=[C:24]([Cl:29])[CH:23]=2)([C:18]([F:21])([F:20])[F:19])[O:15][N:14]=1.N1C=CC=N1, predict the reaction product. The product is: [CH3:1][O:2][C:3]([C:5]1[CH:9]=[CH:8][N:7]([C:13]2[CH2:17][C:16]([C:22]3[CH:27]=[C:26]([Cl:28])[CH:25]=[C:24]([Cl:29])[CH:23]=3)([C:18]([F:19])([F:20])[F:21])[O:15][N:14]=2)[N:6]=1)=[O:4]. (3) Given the reactants Br[C:2]1[CH:3]=[CH:4][C:5]([CH3:9])=[C:6]([CH:8]=1)[NH2:7].O.[CH:11]1(B(O)O)[CH2:13][CH2:12]1.C1(P(C2CCCCC2)C2CCCCC2)CCCCC1.P([O-])([O-])([O-])=O.[K+].[K+].[K+], predict the reaction product. The product is: [CH:11]1([C:2]2[CH:3]=[CH:4][C:5]([CH3:9])=[C:6]([CH:8]=2)[NH2:7])[CH2:13][CH2:12]1. (4) The product is: [N+:1]([C:4]1[CH:5]=[CH:6][C:7]([N:10]2[CH2:15][CH2:14][O:13][CH2:12][C:11]2=[O:17])=[CH:8][CH:9]=1)([O-:3])=[O:2]. Given the reactants [N+:1]([C:4]1[CH:9]=[CH:8][C:7]([N:10]2[CH2:15][CH2:14][O:13][CH2:12][CH2:11]2)=[CH:6][CH:5]=1)([O-:3])=[O:2].[Mn]([O-])(=O)(=O)=[O:17].[K+].[O-]S([O-])=O.[Na+].[Na+], predict the reaction product. (5) Given the reactants [CH:1]1([N:6]2[CH2:11][CH2:10][CH:9]([N:12]3[CH2:17][CH2:16][CH2:15][C@H:14]([NH:18][S:19]([C:22]4[CH:31]=[CH:30][C:29]5[C:24](=[CH:25][CH:26]=[C:27]([Cl:32])[CH:28]=5)[CH:23]=4)(=[O:21])=[O:20])[C:13]3=[O:33])[CH2:8][CH2:7]2)[CH2:5]CC[CH2:2]1.Br[CH2:35][C:36]([O:38][CH3:39])=[O:37].C(=O)([O-])[O-].[K+].[K+], predict the reaction product. The product is: [CH3:39][O:38][C:36](=[O:37])[CH2:35][N:18]([S:19]([C:22]1[CH:31]=[CH:30][C:29]2[C:24](=[CH:25][CH:26]=[C:27]([Cl:32])[CH:28]=2)[CH:23]=1)(=[O:21])=[O:20])[C@H:14]1[CH2:15][CH2:16][CH2:17][N:12]([CH:9]2[CH2:10][CH2:11][N:6]([CH:1]([CH3:2])[CH3:5])[CH2:7][CH2:8]2)[C:13]1=[O:33].